From a dataset of Full USPTO retrosynthesis dataset with 1.9M reactions from patents (1976-2016). Predict the reactants needed to synthesize the given product. (1) Given the product [C:16]([C:6]1[CH:5]=[C:4]([CH:9]=[C:8]([F:10])[C:7]=1[NH:11][S:12]([CH3:15])(=[O:14])=[O:13])[CH2:3][NH:2][C:31](=[O:32])[CH:30]=[CH:29][C:28]1[C:23]([O:22][CH2:21][CH2:20][O:19][CH3:18])=[N:24][C:25]([C:34]([F:36])([F:35])[F:37])=[CH:26][CH:27]=1)#[CH:17], predict the reactants needed to synthesize it. The reactants are: Cl.[NH2:2][CH2:3][C:4]1[CH:9]=[C:8]([F:10])[C:7]([NH:11][S:12]([CH3:15])(=[O:14])=[O:13])=[C:6]([C:16]#[CH:17])[CH:5]=1.[CH3:18][O:19][CH2:20][CH2:21][O:22][C:23]1[C:28]([CH:29]=[CH:30][C:31](O)=[O:32])=[CH:27][CH:26]=[C:25]([C:34]([F:37])([F:36])[F:35])[N:24]=1. (2) Given the product [CH:1]([NH:4][C:12]([C:14]1[S:18][C:17]([O:19][CH2:20][C:21]2[C:22]([C:27]3[CH:32]=[CH:31][CH:30]=[CH:29][CH:28]=3)=[N:23][O:24][C:25]=2[CH3:26])=[N:16][CH:15]=1)=[O:11])([CH3:3])[CH3:2], predict the reactants needed to synthesize it. The reactants are: [CH:1]([NH2:4])([CH3:3])[CH3:2].C[Al](C)C.C([O:11][C:12]([C:14]1[S:18][C:17]([O:19][CH2:20][C:21]2[C:22]([C:27]3[CH:32]=[CH:31][CH:30]=[CH:29][CH:28]=3)=[N:23][O:24][C:25]=2[CH3:26])=[N:16][CH:15]=1)=O)C. (3) Given the product [CH2:22]([O:20][C:19]([C:11]1[CH:12]=[CH:13][C:14]([C:16]([O:18][CH2:22][C:23]2[CH:28]=[CH:27][CH:26]=[CH:25][CH:24]=2)=[O:17])=[CH:15][N:10]=1)=[O:21])[C:23]1[CH:28]=[CH:27][CH:26]=[CH:25][CH:24]=1, predict the reactants needed to synthesize it. The reactants are: S(Cl)(Cl)=O.CN(C)C=O.[N:10]1[CH:15]=[C:14]([C:16]([OH:18])=[O:17])[CH:13]=[CH:12][C:11]=1[C:19]([OH:21])=[O:20].[CH2:22](O)[C:23]1[CH:28]=[CH:27][CH:26]=[CH:25][CH:24]=1. (4) The reactants are: [NH2:1][C:2]1[CH:10]=[CH:9][C:5]([C:6]([OH:8])=[O:7])=[CH:4][N:3]=1.S(Cl)(Cl)=O.[CH2:15](O)[CH3:16]. Given the product [NH2:1][C:2]1[CH:10]=[CH:9][C:5]([C:6]([O:8][CH2:15][CH3:16])=[O:7])=[CH:4][N:3]=1, predict the reactants needed to synthesize it. (5) The reactants are: Br[C:2]1[CH:8]=[CH:7][C:5]([NH2:6])=[CH:4][CH:3]=1.[CH2:9]([C:11]1[CH:12]=[C:13](B(O)O)[CH:14]=[CH:15][CH:16]=1)[CH3:10]. Given the product [CH2:9]([C:11]1[CH:16]=[C:15]([C:2]2[CH:8]=[CH:7][C:5]([NH2:6])=[CH:4][CH:3]=2)[CH:14]=[CH:13][CH:12]=1)[CH3:10], predict the reactants needed to synthesize it. (6) Given the product [CH2:11]([N:14]1[CH2:15][CH:16]2[C:3]([C:5]3[CH:10]=[CH:9][CH:8]=[CH:7][CH:6]=3)([NH:19][O:20][CH2:17]2)[CH2:2]1)[CH:12]=[CH2:13], predict the reactants needed to synthesize it. The reactants are: Br[CH2:2][C:3]([C:5]1[CH:10]=[CH:9][CH:8]=[CH:7][CH:6]=1)=O.[CH2:11]([NH:14][CH2:15][CH:16]=[CH2:17])[CH:12]=[CH2:13].Cl.[NH2:19][OH:20]. (7) Given the product [CH3:12][O:6][C:5](=[O:7])[CH2:4][C:3]([C:2]([F:10])([F:11])[F:1])([OH:9])[CH3:8], predict the reactants needed to synthesize it. The reactants are: [F:1][C:2]([F:11])([F:10])[C:3]([OH:9])([CH3:8])[CH2:4][C:5]([OH:7])=[O:6].[CH3:12][Si](C=[N+]=[N-])(C)C.